This data is from Reaction yield outcomes from USPTO patents with 853,638 reactions. The task is: Predict the reaction yield, written as a fraction of the theoretical maximum amount of product (1.0 means a 100% yield; for example, 0.34 means a 34% yield). The reactants are [F:1][C:2]1[C:3]([C:15]([C:17]2[CH:22]=[CH:21][C:20]([F:23])=[CH:19][CH:18]=2)=O)=[N:4][CH:5]=[CH:6][C:7]=1[C:8]1[CH:9]=[N:10][CH:11]=[CH:12][C:13]=1[CH3:14].Cl.[NH2:25][OH:26]. The catalyst is N1C=CC=CC=1. The product is [F:1][C:2]1[C:3](/[C:15](/[C:17]2[CH:22]=[CH:21][C:20]([F:23])=[CH:19][CH:18]=2)=[N:25]\[OH:26])=[N:4][CH:5]=[CH:6][C:7]=1[C:8]1[CH:9]=[N:10][CH:11]=[CH:12][C:13]=1[CH3:14]. The yield is 0.724.